This data is from NCI-60 drug combinations with 297,098 pairs across 59 cell lines. The task is: Regression. Given two drug SMILES strings and cell line genomic features, predict the synergy score measuring deviation from expected non-interaction effect. Drug 1: CC1=C2C(C(=O)C3(C(CC4C(C3C(C(C2(C)C)(CC1OC(=O)C(C(C5=CC=CC=C5)NC(=O)OC(C)(C)C)O)O)OC(=O)C6=CC=CC=C6)(CO4)OC(=O)C)OC)C)OC. Drug 2: CN(CCCl)CCCl.Cl. Cell line: BT-549. Synergy scores: CSS=53.6, Synergy_ZIP=3.75, Synergy_Bliss=1.72, Synergy_Loewe=-9.69, Synergy_HSA=2.28.